This data is from Forward reaction prediction with 1.9M reactions from USPTO patents (1976-2016). The task is: Predict the product of the given reaction. (1) Given the reactants [Br:1]Br.[CH2:3]([O:10][C:11]1[CH:12]=[C:13]2[C:17](=[CH:18][CH:19]=1)[NH:16][CH:15]=[CH:14]2)[C:4]1[CH:9]=[CH:8][CH:7]=[CH:6][CH:5]=1.[OH-].[NH4+].S([O-])([O-])(=O)=S.[Na+].[Na+], predict the reaction product. The product is: [CH2:3]([O:10][C:11]1[CH:12]=[C:13]2[C:17](=[CH:18][CH:19]=1)[NH:16][CH:15]=[C:14]2[Br:1])[C:4]1[CH:5]=[CH:6][CH:7]=[CH:8][CH:9]=1. (2) Given the reactants COC1C=C(OC)C=CC=1C[N:6]([C:30]1[CH:35]=[CH:34][N:33]=[CH:32][N:31]=1)[S:7]([C:10]1[CH:15]=[CH:14][C:13]([O:16][C@H:17]2[CH2:22][CH2:21][CH2:20][CH2:19][C@@H:18]2[C:23]2[N:27]([CH3:28])[N:26]=[CH:25][CH:24]=2)=[C:12]([CH3:29])[CH:11]=1)(=[O:9])=[O:8].C([SiH](CC)CC)C.FC(F)(F)C(O)=O, predict the reaction product. The product is: [CH3:29][C:12]1[CH:11]=[C:10]([S:7]([NH:6][C:30]2[CH:35]=[CH:34][N:33]=[CH:32][N:31]=2)(=[O:8])=[O:9])[CH:15]=[CH:14][C:13]=1[O:16][C@H:17]1[CH2:22][CH2:21][CH2:20][CH2:19][C@@H:18]1[C:23]1[N:27]([CH3:28])[N:26]=[CH:25][CH:24]=1. (3) The product is: [Br:1][C:2]1[CH:3]=[CH:4][C:5]2[C:13]3[C:12](=[O:23])[CH2:11][CH2:10][CH2:9][C:8]=3[NH:7][C:6]=2[N:14]=1. Given the reactants [Br:1][C:2]1[CH:3]=[CH:4][C:5]2[C:13]3[CH2:12][CH2:11][CH2:10][CH2:9][C:8]=3[NH:7][C:6]=2[N:14]=1.ClC1C(=O)C(C#N)=C(C#N)C(=[O:23])C=1Cl, predict the reaction product. (4) The product is: [CH:27]([C:30]1[CH:35]=[CH:34][CH:33]=[C:32]([CH:36]([CH3:37])[CH3:38])[C:31]=1[NH:39][C:40](=[O:41])[N:15]([CH2:16][C:17]1[CH:26]=[CH:25][C:20]([C:21]([O:23][CH3:24])=[O:22])=[CH:19][CH:18]=1)[C:12]1[CH:13]=[CH:14][C:9]([CH2:1][CH2:2][CH2:3][CH2:4][CH2:5][CH2:6][CH2:7][CH3:8])=[CH:10][CH:11]=1)([CH3:28])[CH3:29]. Given the reactants [CH2:1]([C:9]1[CH:14]=[CH:13][C:12]([NH:15][CH2:16][C:17]2[CH:26]=[CH:25][C:20]([C:21]([O:23][CH3:24])=[O:22])=[CH:19][CH:18]=2)=[CH:11][CH:10]=1)[CH2:2][CH2:3][CH2:4][CH2:5][CH2:6][CH2:7][CH3:8].[CH:27]([C:30]1[CH:35]=[CH:34][CH:33]=[C:32]([CH:36]([CH3:38])[CH3:37])[C:31]=1[N:39]=[C:40]=[O:41])([CH3:29])[CH3:28], predict the reaction product. (5) Given the reactants [C:1]([O:5][C:6]([N:8]1[CH2:13][CH2:12][CH:11]([CH2:14][CH:15]=[CH2:16])[CH:10]([C:17]([O:19][CH3:20])=[O:18])[CH2:9]1)=[O:7])([CH3:4])([CH3:3])[CH3:2].C12BC(CCC1)CCC2.I[C:31]1[C:40]2[C:35](=[CH:36][CH:37]=[C:38]([O:41][CH3:42])[CH:39]=2)[N:34]=[CH:33][C:32]=1[F:43].P([O-])([O-])([O-])=O.[K+].[K+].[K+], predict the reaction product. The product is: [F:43][C:32]1[CH:33]=[N:34][C:35]2[C:40]([C:31]=1[CH:14]([CH:11]1[CH2:12][CH2:13][N:8]([C:6]([O:5][C:1]([CH3:2])([CH3:4])[CH3:3])=[O:7])[CH2:9][CH:10]1[C:17]([O:19][CH3:20])=[O:18])[CH2:15][CH3:16])=[CH:39][C:38]([O:41][CH3:42])=[CH:37][CH:36]=2.